Dataset: Full USPTO retrosynthesis dataset with 1.9M reactions from patents (1976-2016). Task: Predict the reactants needed to synthesize the given product. (1) Given the product [CH3:31][C:14]1[C:12]2[N:13]=[C:8]([C:5]3[CH:6]=[N:7][C:2]([NH2:1])=[N:3][CH:4]=3)[N:9]=[C:10]([N:32]3[CH2:33][CH2:34][O:35][CH2:36][CH2:37]3)[C:11]=2[S:16][C:15]=1[CH2:17][N:18]1[CH2:23][CH2:22][NH:21][CH2:20][CH2:19]1, predict the reactants needed to synthesize it. The reactants are: [NH2:1][C:2]1[N:7]=[CH:6][C:5]([C:8]2[N:9]=[C:10]([N:32]3[CH2:37][CH2:36][O:35][CH2:34][CH2:33]3)[C:11]3[S:16][C:15]([CH2:17][N:18]4[CH2:23][CH2:22][N:21](C(OC(C)(C)C)=O)[CH2:20][CH2:19]4)=[C:14]([CH3:31])[C:12]=3[N:13]=2)=[CH:4][N:3]=1.C(O)(C(F)(F)F)=O. (2) Given the product [C:1]([C:5]1[CH:6]=[C:7]([P:17]([C:25]2[CH:30]=[C:29]([C:31]([CH3:34])([CH3:33])[CH3:32])[C:28]([O:35][CH3:36])=[C:27]([C:37]([CH3:40])([CH3:39])[CH3:38])[CH:26]=2)[C:18]2[CH:23]=[CH:22][CH:21]=[CH:20][C:19]=2[P:42]([O:46][CH2:47][CH3:48])[O:43][CH2:44][CH3:45])[CH:8]=[C:9]([C:13]([CH3:16])([CH3:15])[CH3:14])[C:10]=1[O:11][CH3:12])([CH3:4])([CH3:3])[CH3:2], predict the reactants needed to synthesize it. The reactants are: [C:1]([C:5]1[CH:6]=[C:7]([P:17]([C:25]2[CH:30]=[C:29]([C:31]([CH3:34])([CH3:33])[CH3:32])[C:28]([O:35][CH3:36])=[C:27]([C:37]([CH3:40])([CH3:39])[CH3:38])[CH:26]=2)[C:18]2[CH:23]=[CH:22][CH:21]=[CH:20][C:19]=2Br)[CH:8]=[C:9]([C:13]([CH3:16])([CH3:15])[CH3:14])[C:10]=1[O:11][CH3:12])([CH3:4])([CH3:3])[CH3:2].Cl[P:42]([O:46][CH2:47][CH3:48])[O:43][CH2:44][CH3:45].C([Li])CCC. (3) Given the product [C:34]([C:36]1[CH:41]=[CH:40][C:39]([C:2]2[CH:7]=[CH:6][C:5]([CH:8]([NH:15][C:16]3[CH:17]=[CH:18][C:19]([C:20]([N:22]4[CH2:27][CH2:26][CH2:25][C@@H:24]([C:28]([OH:30])=[O:29])[CH2:23]4)=[O:21])=[CH:31][CH:32]=3)[CH2:9][CH2:10][C:11]([F:14])([F:13])[F:12])=[C:4]([CH3:33])[CH:3]=2)=[CH:38][CH:37]=1)#[N:35], predict the reactants needed to synthesize it. The reactants are: Br[C:2]1[CH:7]=[CH:6][C:5]([CH:8]([NH:15][C:16]2[CH:32]=[CH:31][C:19]([C:20]([N:22]3[CH2:27][CH2:26][CH2:25][C@@H:24]([C:28]([OH:30])=[O:29])[CH2:23]3)=[O:21])=[CH:18][CH:17]=2)[CH2:9][CH2:10][C:11]([F:14])([F:13])[F:12])=[C:4]([CH3:33])[CH:3]=1.[C:34]([C:36]1[CH:41]=[CH:40][C:39](B(O)O)=[CH:38][CH:37]=1)#[N:35].C(=O)([O-])[O-].[K+].[K+]. (4) The reactants are: [OH:1][CH2:2][CH2:3][CH:4]1[C:12]2[C:7](=[CH:8][CH:9]=[CH:10][CH:11]=2)[C:6](=[C:13]2[C:21]3[C:16](=[CH:17][CH:18]=[CH:19][CH:20]=3)[NH:15][C:14]2=[O:22])[O:5]1.C(N(CC)CC)C.[CH3:30][S:31](Cl)(=[O:33])=[O:32]. Given the product [O:22]=[C:14]1[C:13](=[C:6]2[C:7]3[C:12](=[CH:11][CH:10]=[CH:9][CH:8]=3)[CH:4]([CH2:3][CH2:2][O:1][S:31]([CH3:30])(=[O:33])=[O:32])[O:5]2)[C:21]2[C:16](=[CH:17][CH:18]=[CH:19][CH:20]=2)[NH:15]1, predict the reactants needed to synthesize it. (5) Given the product [S:3]=[C:4]1[NH:8][C@H:7]2[CH2:9][S:10][C@@H:11]([CH2:12][CH2:13][CH2:14][CH2:15][C:16]([OH:18])=[O:17])[C@H:6]2[NH:5]1, predict the reactants needed to synthesize it. The reactants are: [OH-].[Na+].[S:3]=[C:4]1[NH:8][C@H:7]2[CH2:9][S:10][C@@H:11]([CH2:12][CH2:13][CH2:14][CH2:15][C:16]([O:18]C)=[O:17])[C@H:6]2[NH:5]1.Cl. (6) Given the product [CH2:1]([N:8]1[C:12]2[CH:13]=[CH:14][CH:15]=[C:16]([C:27]3[CH:32]=[CH:31][C:30]([N:33]4[C:37]5=[N:38][CH:39]=[CH:40][CH:41]=[C:36]5[N:35]([CH2:42][O:43][CH2:44][CH2:45][Si:46]([CH3:48])([CH3:47])[CH3:49])[C:34]4=[O:50])=[CH:29][CH:28]=3)[C:11]=2[N:10]=[C:9]1[CH3:18])[C:2]1[CH:7]=[CH:6][CH:5]=[CH:4][CH:3]=1, predict the reactants needed to synthesize it. The reactants are: [CH2:1]([N:8]1[C:12]2[CH:13]=[CH:14][CH:15]=[C:16](Br)[C:11]=2[N:10]=[C:9]1[CH3:18])[C:2]1[CH:7]=[CH:6][CH:5]=[CH:4][CH:3]=1.CC1(C)C(C)(C)OB([C:27]2[CH:32]=[CH:31][C:30]([N:33]3[C:37]4=[N:38][CH:39]=[CH:40][CH:41]=[C:36]4[N:35]([CH2:42][O:43][CH2:44][CH2:45][Si:46]([CH3:49])([CH3:48])[CH3:47])[C:34]3=[O:50])=[CH:29][CH:28]=2)O1.C(=O)([O-])[O-].[Na+].[Na+].C1COCC1. (7) Given the product [CH:11]1([CH:4]([C:3]2[CH:6]=[CH:7][C:8]([F:10])=[CH:9][C:2]=2[Cl:1])[OH:5])[CH2:13][CH2:12]1, predict the reactants needed to synthesize it. The reactants are: [Cl:1][C:2]1[CH:9]=[C:8]([F:10])[CH:7]=[CH:6][C:3]=1[CH:4]=[O:5].[CH:11]1([Mg]Br)[CH2:13][CH2:12]1.C1(C(C2C=CC(Cl)=CC=2)O)CC1. (8) Given the product [F:1][CH2:2][C:3]([N:15]1[CH2:14][CH2:13][N:12]([C:16]2[C:25]3[N:24]=[C:23]([C:26]([F:28])([F:29])[F:27])[S:22][C:21]=3[NH:20][C:19]3[CH:30]=[CH:31][CH:32]=[CH:33][C:18]=3[N:17]=2)[CH2:11][C@@H:10]1[CH2:9][CH2:8][O:7][CH3:6])=[O:4], predict the reactants needed to synthesize it. The reactants are: [F:1][CH2:2][C:3](Cl)=[O:4].[CH3:6][O:7][CH2:8][CH2:9][C@@H:10]1[NH:15][CH2:14][CH2:13][N:12]([C:16]2[C:25]3[N:24]=[C:23]([C:26]([F:29])([F:28])[F:27])[S:22][C:21]=3[NH:20][C:19]3[CH:30]=[CH:31][CH:32]=[CH:33][C:18]=3[N:17]=2)[CH2:11]1.C(N(C(C)C)CC)(C)C. (9) Given the product [NH2:1][C:2]1[C:3]2[CH:10]=[CH:9][N:8]([C@H:11]3[CH2:15][C@H:14]([OH:16])[C@H:13]([CH2:17][O:18][Si:24]([C:27]([CH3:30])([CH3:29])[CH3:28])([CH3:26])[CH3:25])[CH2:12]3)[C:4]=2[N:5]=[CH:6][N:7]=1, predict the reactants needed to synthesize it. The reactants are: [NH2:1][C:2]1[C:3]2[CH:10]=[CH:9][N:8]([C@H:11]3[CH2:15][C@H:14]([OH:16])[C@H:13]([CH2:17][OH:18])[CH2:12]3)[C:4]=2[N:5]=[CH:6][N:7]=1.N1C=CN=C1.[Si:24](Cl)([C:27]([CH3:30])([CH3:29])[CH3:28])([CH3:26])[CH3:25]. (10) The reactants are: Cl[C:2]1[N:7]=[C:6]([CH:8]([C:14]([O:16][CH2:17][CH3:18])=[O:15])[C:9]([O:11][CH2:12][CH3:13])=[O:10])[CH:5]=[C:4]([C:19]([F:22])([F:21])[F:20])[CH:3]=1.C[Mg+].[Br-].[CH2:26](OCC)C. Given the product [CH3:26][C:2]1[N:7]=[C:6]([CH:8]([C:14]([O:16][CH2:17][CH3:18])=[O:15])[C:9]([O:11][CH2:12][CH3:13])=[O:10])[CH:5]=[C:4]([C:19]([F:22])([F:21])[F:20])[CH:3]=1, predict the reactants needed to synthesize it.